Dataset: Forward reaction prediction with 1.9M reactions from USPTO patents (1976-2016). Task: Predict the product of the given reaction. (1) Given the reactants [NH2:1][C:2]1[CH:3]=[C:4]([NH:8][C:9]2[N:14]=[C:13]([NH:15][C:16]3[CH:21]=[CH:20][CH:19]=[C:18]([NH2:22])[CH:17]=3)[C:12]([F:23])=[CH:11][N:10]=2)[CH:5]=[CH:6][CH:7]=1.Br[CH2:25][C:26]([O:28][C:29]([CH3:32])([CH3:31])[CH3:30])=[O:27], predict the reaction product. The product is: [NH2:22][C:18]1[CH:17]=[C:16]([NH:15][C:13]2[C:12]([F:23])=[CH:11][N:10]=[C:9]([NH:8][C:4]3[CH:5]=[CH:6][CH:7]=[C:2]([N:1]=[CH:25][C:26]([O:28][C:29]([CH3:32])([CH3:31])[CH3:30])=[O:27])[CH:3]=3)[N:14]=2)[CH:21]=[CH:20][CH:19]=1. (2) Given the reactants [Cl:1][CH2:2][C:3]1([C:16](OC)=[O:17])[CH2:8][CH2:7][N:6]([C:9]([O:11][C:12]([CH3:15])([CH3:14])[CH3:13])=[O:10])[CH2:5][CH2:4]1.[H-].[Al+3].[Li+].[H-].[H-].[H-], predict the reaction product. The product is: [Cl:1][CH2:2][C:3]1([CH2:16][OH:17])[CH2:8][CH2:7][N:6]([C:9]([O:11][C:12]([CH3:13])([CH3:14])[CH3:15])=[O:10])[CH2:5][CH2:4]1.